This data is from Catalyst prediction with 721,799 reactions and 888 catalyst types from USPTO. The task is: Predict which catalyst facilitates the given reaction. (1) Reactant: F[C:2]1[C:7]([F:8])=[C:6]([CH3:9])[C:5]([F:10])=[C:4]([O:11][C:12]2[CH:16]=[C:15]([C:17]([F:20])([F:19])[F:18])[S:14][CH:13]=2)[N:3]=1.[F:21][C:22]([F:29])([F:28])[C:23]1[CH:27]=[CH:26][NH:25][N:24]=1.C(=O)([O-])[O-].[K+].[K+]. Product: [F:8][C:7]1[C:2]([N:25]2[CH:26]=[CH:27][C:23]([C:22]([F:29])([F:28])[F:21])=[N:24]2)=[N:3][C:4]([O:11][C:12]2[CH:16]=[C:15]([C:17]([F:20])([F:19])[F:18])[S:14][CH:13]=2)=[C:5]([F:10])[C:6]=1[CH3:9]. The catalyst class is: 255. (2) Reactant: [CH:1]1([CH2:4][N:5]2[CH2:9][CH2:8][N:7]([C:10]3[S:11][C:12]([C:15]([OH:17])=O)=[CH:13][N:14]=3)[C:6]2=[O:18])[CH2:3][CH2:2]1.C(N(CC)C(C)C)(C)C.Cl.C(N=C=NCCCN(C)C)C.ON1C2C=CC=CC=2N=N1.[N:50]1[CH:55]=[CH:54][CH:53]=[C:52]([CH2:56][NH2:57])[CH:51]=1. Product: [CH:1]1([CH2:4][N:5]2[CH2:9][CH2:8][N:7]([C:10]3[S:11][C:12]([C:15]([NH:57][CH2:56][C:52]4[CH:51]=[N:50][CH:55]=[CH:54][CH:53]=4)=[O:17])=[CH:13][N:14]=3)[C:6]2=[O:18])[CH2:2][CH2:3]1. The catalyst class is: 9. (3) The catalyst class is: 5. Reactant: [CH2:1]([CH:3]([C:6]1[C:7]2[N:8]([C:13]([C:17]3[N:21]4[CH:22]=[CH:23][CH:24]=[C:25]([CH:26]=[O:27])[C:20]4=[N:19][C:18]=3[CH3:28])=[C:14]([CH3:16])[N:15]=2)[N:9]=[C:10]([CH3:12])[CH:11]=1)[CH2:4][CH3:5])[CH3:2].[BH4-].[Na+]. Product: [CH2:1]([CH:3]([C:6]1[C:7]2[N:8]([C:13]([C:17]3[N:21]4[CH:22]=[CH:23][CH:24]=[C:25]([CH2:26][OH:27])[C:20]4=[N:19][C:18]=3[CH3:28])=[C:14]([CH3:16])[N:15]=2)[N:9]=[C:10]([CH3:12])[CH:11]=1)[CH2:4][CH3:5])[CH3:2].